From a dataset of Peptide-MHC class I binding affinity with 185,985 pairs from IEDB/IMGT. Regression. Given a peptide amino acid sequence and an MHC pseudo amino acid sequence, predict their binding affinity value. This is MHC class I binding data. The peptide sequence is KRLQILGYL. The MHC is HLA-B18:01 with pseudo-sequence HLA-B18:01. The binding affinity (normalized) is 0.0847.